This data is from M1 muscarinic receptor antagonist screen with 61,756 compounds. The task is: Binary Classification. Given a drug SMILES string, predict its activity (active/inactive) in a high-throughput screening assay against a specified biological target. (1) The drug is O=C1C(n2c([nH]c(=O)c3c2cccc3)=C1C#N)c1ccccc1. The result is 0 (inactive). (2) The drug is Clc1ccc(OCC(=O)NC2C3CCN(C2)CC3)cc1. The result is 1 (active). (3) The compound is Fc1ccc(C(=O)N2CCC(CC2)c2nc3n([nH]nc3c(=O)n2)Cc2c(OC)cccc2)cc1. The result is 0 (inactive). (4) The compound is S(C(C)(C)C)CCNC(=O)CN(S(=O)(=O)C)c1ccc(F)cc1. The result is 0 (inactive).